This data is from Forward reaction prediction with 1.9M reactions from USPTO patents (1976-2016). The task is: Predict the product of the given reaction. (1) Given the reactants [CH3:1][C:2]1[CH:7]=[CH:6][C:5]([S:8]([N:11]2[CH2:15][CH2:14][CH2:13][C@@H:12]2[CH2:16][CH2:17][OH:18])(=[O:10])=[O:9])=[CH:4][C:3]=1[N+:19]([O-])=O.CO.O.NN, predict the reaction product. The product is: [NH2:19][C:3]1[CH:4]=[C:5]([S:8]([N:11]2[CH2:15][CH2:14][CH2:13][C@@H:12]2[CH2:16][CH2:17][OH:18])(=[O:10])=[O:9])[CH:6]=[CH:7][C:2]=1[CH3:1]. (2) Given the reactants [CH3:1][N:2]1[C:7]2=[N:8][C:9]([C:14]([O:16]CC)=O)=[C:10]([OH:13])[C:11](=[O:12])[N:6]2[CH2:5][C:4](=[O:19])[N:3]1[CH3:20].[Cl:21][C:22]1[CH:23]=[C:24]([CH:27]=[CH:28][C:29]=1[F:30])[CH2:25][NH2:26], predict the reaction product. The product is: [Cl:21][C:22]1[CH:23]=[C:24]([CH:27]=[CH:28][C:29]=1[F:30])[CH2:25][NH:26][C:14]([C:9]1[N:8]=[C:7]2[N:6]([C:11](=[O:12])[C:10]=1[OH:13])[CH2:5][C:4](=[O:19])[N:3]([CH3:20])[N:2]2[CH3:1])=[O:16]. (3) Given the reactants C(O)C.[CH3:4][N:5]1[CH:9]=[CH:8][C:7]([NH:10][C:11]([C:13]2[C:18]([S:19][C:20]3[CH:21]=[N:22][C:23]([CH3:26])=[CH:24][CH:25]=3)=[N:17][CH:16]=[C:15]([S:27][C:28]3[NH:32][CH:31]=[N:30][N:29]=3)[N:14]=2)=[O:12])=[N:6]1.[ClH:33].C(OCC)(=O)C, predict the reaction product. The product is: [ClH:33].[CH3:4][N:5]1[CH:9]=[CH:8][C:7]([NH:10][C:11]([C:13]2[C:18]([S:19][C:20]3[CH:21]=[N:22][C:23]([CH3:26])=[CH:24][CH:25]=3)=[N:17][CH:16]=[C:15]([S:27][C:28]3[NH:32][CH:31]=[N:30][N:29]=3)[N:14]=2)=[O:12])=[N:6]1. (4) Given the reactants [O:1]1[CH:5]=[CH:4][CH:3]=[C:2]1[C:6](Cl)=[O:7].[OH-].[Na+].[CH:11]1[C:23]2[CH:22]([CH2:24][O:25][C:26]([NH:28][C@@H:29]([CH2:33][CH2:34][NH2:35])[C:30]([OH:32])=[O:31])=[O:27])[C:21]3[C:16](=[CH:17][CH:18]=[CH:19][CH:20]=3)[C:15]=2[CH:14]=[CH:13][CH:12]=1, predict the reaction product. The product is: [CH:20]1[C:21]2[CH:22]([CH2:24][O:25][C:26]([NH:28][C@@H:29]([CH2:33][CH2:34][NH:35][C:6]([C:2]3[O:1][CH:5]=[CH:4][CH:3]=3)=[O:7])[C:30]([OH:32])=[O:31])=[O:27])[C:23]3[C:15](=[CH:14][CH:13]=[CH:12][CH:11]=3)[C:16]=2[CH:17]=[CH:18][CH:19]=1. (5) Given the reactants Cl[C:2]1[C:7]2[CH2:8][CH2:9][CH2:10][C:6]=2[N:5]=[C:4]([NH2:11])[N:3]=1.[CH3:12][O-:13].[Na+], predict the reaction product. The product is: [CH3:12][O:13][C:2]1[C:7]2[CH2:8][CH2:9][CH2:10][C:6]=2[N:5]=[C:4]([NH2:11])[N:3]=1.